Task: Regression. Given two drug SMILES strings and cell line genomic features, predict the synergy score measuring deviation from expected non-interaction effect.. Dataset: NCI-60 drug combinations with 297,098 pairs across 59 cell lines (1) Drug 1: CC1=C(C=C(C=C1)NC(=O)C2=CC=C(C=C2)CN3CCN(CC3)C)NC4=NC=CC(=N4)C5=CN=CC=C5. Drug 2: CC12CCC3C(C1CCC2O)C(CC4=C3C=CC(=C4)O)CCCCCCCCCS(=O)CCCC(C(F)(F)F)(F)F. Cell line: SK-MEL-5. Synergy scores: CSS=5.60, Synergy_ZIP=-2.42, Synergy_Bliss=-1.51, Synergy_Loewe=0.185, Synergy_HSA=-0.153. (2) Drug 1: CCC1=C2CN3C(=CC4=C(C3=O)COC(=O)C4(CC)O)C2=NC5=C1C=C(C=C5)O. Drug 2: CS(=O)(=O)OCCCCOS(=O)(=O)C. Cell line: MALME-3M. Synergy scores: CSS=14.0, Synergy_ZIP=-3.33, Synergy_Bliss=-1.32, Synergy_Loewe=-0.774, Synergy_HSA=-0.836.